This data is from Reaction yield outcomes from USPTO patents with 853,638 reactions. The task is: Predict the reaction yield, written as a fraction of the theoretical maximum amount of product (1.0 means a 100% yield; for example, 0.34 means a 34% yield). The reactants are [OH:1][C:2]1[CH:3]=[C:4]([N+:13]([O-:15])=[O:14])[C:5]([CH3:12])=[C:6]([CH:11]=1)[C:7]([O:9][CH3:10])=[O:8].C(=O)([O-])[O-].[Cs+].[Cs+].Br[CH2:23][CH2:24][OH:25].C(OCC)(=O)C. The catalyst is C(#N)C.O. The product is [OH:25][CH2:24][CH2:23][O:1][C:2]1[CH:3]=[C:4]([N+:13]([O-:15])=[O:14])[C:5]([CH3:12])=[C:6]([CH:11]=1)[C:7]([O:9][CH3:10])=[O:8]. The yield is 0.740.